This data is from Reaction yield outcomes from USPTO patents with 853,638 reactions. The task is: Predict the reaction yield, written as a fraction of the theoretical maximum amount of product (1.0 means a 100% yield; for example, 0.34 means a 34% yield). (1) The catalyst is C1COCC1.CO. The reactants are Cl[C:2]1[N:3]=[C:4]([N:18]2[CH2:21][C:20]([F:23])([F:22])[CH2:19]2)[C:5]2[CH2:10][CH2:9][CH:8]([C:11]3[CH:16]=[CH:15][C:14]([F:17])=[CH:13][CH:12]=3)[C:6]=2[N:7]=1.[Cl:24][C:25]1[N:29]=[CH:28][N:27]([C:30]2[CH:36]=[CH:35][C:33]([NH2:34])=[CH:32][C:31]=2[O:37][CH3:38])[N:26]=1.C(O)(=O)C. The yield is 0.492. The product is [Cl:24][C:25]1[N:29]=[CH:28][N:27]([C:30]2[CH:36]=[CH:35][C:33]([NH:34][C:2]3[N:3]=[C:4]([N:18]4[CH2:19][C:20]([F:23])([F:22])[CH2:21]4)[C:5]4[CH2:10][CH2:9][CH:8]([C:11]5[CH:16]=[CH:15][C:14]([F:17])=[CH:13][CH:12]=5)[C:6]=4[N:7]=3)=[CH:32][C:31]=2[O:37][CH3:38])[N:26]=1. (2) The reactants are [NH2:1][C:2]1[C:11]2[C:6](=[C:7](I)[C:8]([F:12])=[CH:9][CH:10]=2)[N:5]=[N:4][C:3]=1[C:14]([NH:16][CH:17]1[CH2:19][CH2:18]1)=[O:15].[CH3:20][O:21][C:22]1[CH:27]=[CH:26][C:25]([O:28][CH3:29])=[CH:24][C:23]=1B(O)O. No catalyst specified. The product is [NH2:1][C:2]1[C:11]2[C:6](=[C:7]([C:26]3[CH:27]=[C:22]([O:21][CH3:20])[CH:23]=[CH:24][C:25]=3[O:28][CH3:29])[C:8]([F:12])=[CH:9][CH:10]=2)[N:5]=[N:4][C:3]=1[C:14]([NH:16][CH:17]1[CH2:19][CH2:18]1)=[O:15]. The yield is 0.770. (3) The product is [OH:22][CH:20]([CH3:21])[CH:18]([N:3]1[C:4]2[C:9](=[CH:8][CH:7]=[CH:6][CH:5]=2)[C:10]([C:11]([O:13][C:14]([CH3:17])([CH3:16])[CH3:15])=[O:12])=[C:2]1[CH3:1])[CH3:19]. The yield is 0.930. The catalyst is O1CCCC1. The reactants are [CH3:1][C:2]1[N:3]([CH:18]([C:20](=[O:22])[CH3:21])[CH3:19])[C:4]2[C:9]([C:10]=1[C:11]([O:13][C:14]([CH3:17])([CH3:16])[CH3:15])=[O:12])=[CH:8][CH:7]=[CH:6][CH:5]=2.[BH4-].[Na+].